Dataset: Reaction yield outcomes from USPTO patents with 853,638 reactions. Task: Predict the reaction yield, written as a fraction of the theoretical maximum amount of product (1.0 means a 100% yield; for example, 0.34 means a 34% yield). (1) The reactants are [C:1]([O:5][C:6]([N:8]1[CH2:13][CH2:12][N:11]([C:14]2[C:19](Cl)=[N:18][CH:17]=[CH:16][N:15]=2)[CH2:10][CH2:9]1)=[O:7])([CH3:4])([CH3:3])[CH3:2].[CH:21]([O:24][C:25]1[CH:30]=[CH:29][C:28](B(O)O)=[CH:27][CH:26]=1)([CH3:23])[CH3:22].C1(P(C2C=CC=CC=2)C2C=CC=CC=2)C=CC=CC=1.C(=O)([O-])[O-].[Na+].[Na+]. The catalyst is C(O)CC.O.C([O-])(=O)C.[Pd+2].C([O-])(=O)C. The product is [C:1]([O:5][C:6]([N:8]1[CH2:13][CH2:12][N:11]([C:14]2[C:19]([C:28]3[CH:29]=[CH:30][C:25]([O:24][CH:21]([CH3:23])[CH3:22])=[CH:26][CH:27]=3)=[N:18][CH:17]=[CH:16][N:15]=2)[CH2:10][CH2:9]1)=[O:7])([CH3:4])([CH3:3])[CH3:2]. The yield is 0.800. (2) The reactants are [CH2:1]([N:8]1[C:12]([CH2:13][C:14](O)=[O:15])=[CH:11][N:10]=[CH:9]1)[C:2]1[CH:7]=[CH:6][CH:5]=[CH:4][CH:3]=1.[H-].[Al+3].[Li+].[H-].[H-].[H-]. The catalyst is O1CCCC1. The product is [CH2:1]([N:8]1[C:12]([CH2:13][CH2:14][OH:15])=[CH:11][N:10]=[CH:9]1)[C:2]1[CH:3]=[CH:4][CH:5]=[CH:6][CH:7]=1. The yield is 0.520. (3) The reactants are C(OCC(C1C=CC(Cl)=CC=1)=O)(=O)C.II.[Cl:17][C:18]1[CH:19]=[C:20]([CH:23]=[CH:24][C:25]=1[Cl:26])[CH2:21]Cl.[Cl:27][CH2:28][C:29](Cl)=[O:30].Cl. The catalyst is CN(C)C(=O)C.[Zn].C1C=CC([P]([Pd]([P](C2C=CC=CC=2)(C2C=CC=CC=2)C2C=CC=CC=2)([P](C2C=CC=CC=2)(C2C=CC=CC=2)C2C=CC=CC=2)[P](C2C=CC=CC=2)(C2C=CC=CC=2)C2C=CC=CC=2)(C2C=CC=CC=2)C2C=CC=CC=2)=CC=1.C(OCC)(=O)C. The product is [Cl:27][CH2:28][C:29](=[O:30])[CH2:21][C:20]1[CH:23]=[CH:24][C:25]([Cl:26])=[C:18]([Cl:17])[CH:19]=1. The yield is 0.450. (4) The reactants are Cl[CH2:2][C:3]1[NH:4][C:5]2[CH:11]=[CH:10][CH:9]=[CH:8][C:6]=2[N:7]=1.[CH3:12][OH:13].C[O-].[Na+].O. The catalyst is CO. The product is [CH3:12][O:13][CH2:2][C:3]1[NH:4][C:5]2[CH:11]=[CH:10][CH:9]=[CH:8][C:6]=2[N:7]=1. The yield is 0.190.